This data is from Full USPTO retrosynthesis dataset with 1.9M reactions from patents (1976-2016). The task is: Predict the reactants needed to synthesize the given product. Given the product [ClH:1].[CH3:25][N:3]([CH3:2])[CH:4]1[CH2:9][CH2:8][N:7]([C:10](=[O:24])[CH2:11][CH2:12][C:13]2[N:14]([CH2:18][C:19]([O:21][CH2:22][CH3:23])=[O:20])[CH:15]=[CH:16][N:17]=2)[CH2:6][CH2:5]1, predict the reactants needed to synthesize it. The reactants are: [ClH:1].[CH3:2][N:3]([CH3:25])[CH:4]1[CH2:9][CH2:8][N:7]([C:10](=[O:24])[CH2:11][CH2:12][C:13]2[N:14]([CH2:18][C:19]([O:21][CH2:22][CH3:23])=[O:20])[CH:15]=[CH:16][N:17]=2)[CH2:6][CH2:5]1.